From a dataset of Full USPTO retrosynthesis dataset with 1.9M reactions from patents (1976-2016). Predict the reactants needed to synthesize the given product. (1) Given the product [O:1]1[CH:5]=[CH:4][C:3]([C:23]2[CH:31]=[CH:30][CH:29]=[C:28]3[C:24]=2[C:25]2([C:57]4[C:48](=[CH:49][C:50]5[O:55][CH2:54][CH2:53][O:52][C:51]=5[CH:56]=4)[O:47][CH2:46]2)[C:26](=[O:45])[N:27]3[CH3:32])=[CH:2]1, predict the reactants needed to synthesize it. The reactants are: [O:1]1[CH:5]=[CH:4][C:3](B(O)O)=[CH:2]1.N1C2C(=CC=CC=2)C=C(B(O)O)C=1.Br[C:23]1[CH:31]=[CH:30][CH:29]=[C:28]2[C:24]=1[C:25]1([C:57]3[C:48](=[CH:49][C:50]4[O:55][CH2:54][CH2:53][O:52][C:51]=4[CH:56]=3)[O:47][CH2:46]1)[C:26](=[O:45])[N:27]2[CH:32](C1C=CC=CC=1)C1C=CC=CC=1. (2) Given the product [CH3:1][S:2]([O:6][CH2:7][CH:8]1[O:9][C:10]2[CH:17]=[C:16]([C:18]#[N:19])[CH:15]=[CH:14][C:11]=2[O:12][CH2:13]1)(=[O:4])=[O:3], predict the reactants needed to synthesize it. The reactants are: [CH3:1][S:2](Cl)(=[O:4])=[O:3].[OH:6][CH2:7][CH:8]1[CH2:13][O:12][C:11]2[CH:14]=[CH:15][C:16]([C:18]#[N:19])=[CH:17][C:10]=2[O:9]1.N1C=CC=CC=1.